From a dataset of Forward reaction prediction with 1.9M reactions from USPTO patents (1976-2016). Predict the product of the given reaction. (1) Given the reactants [Cl:1][C:2]1[CH:3]=[CH:4][C:5]2[NH:11][C:10](=S)[C@@H:9]([CH2:13][C:14]([O:16][CH3:17])=[O:15])[S:8][C@H:7]([C:18]3[CH:23]=[CH:22][CH:21]=[C:20]([O:24][CH3:25])[C:19]=3[O:26][CH3:27])[C:6]=2[CH:28]=1.O.[NH2:30][NH2:31].[F:32][C:33]([F:44])([F:43])[C:34](O[C:34](=O)[C:33]([F:44])([F:43])[F:32])=O.FC(F)(F)C(O)=O, predict the reaction product. The product is: [Cl:1][C:2]1[CH:3]=[CH:4][C:5]2[N:11]3[C:34]([C:33]([F:44])([F:43])[F:32])=[N:30][N:31]=[C:10]3[C@@H:9]([CH2:13][C:14]([O:16][CH3:17])=[O:15])[S:8][C@H:7]([C:18]3[CH:23]=[CH:22][CH:21]=[C:20]([O:24][CH3:25])[C:19]=3[O:26][CH3:27])[C:6]=2[CH:28]=1. (2) Given the reactants [Cl:1][C:2]1[C:12]([Cl:13])=[CH:11][CH:10]=[CH:9][C:3]=1[CH:4]=[CH:5][C:6]([OH:8])=[O:7].[Mg].[Cl-].[NH4+], predict the reaction product. The product is: [Cl:1][C:2]1[C:12]([Cl:13])=[CH:11][CH:10]=[CH:9][C:3]=1[CH2:4][CH2:5][C:6]([OH:8])=[O:7]. (3) Given the reactants C([O:5][C:6]1[CH:11]=[CH:10][CH:9]=[C:8]([Cl:12])[C:7]=1[Cl:13])(=O)CC.[Cl-].[Cl-].[Cl-].[Al+3].Cl, predict the reaction product. The product is: [Cl:13][C:7]1[C:6]([OH:5])=[C:11]([C:6](=[O:5])[CH2:7][CH3:8])[CH:10]=[CH:9][C:8]=1[Cl:12].